This data is from Forward reaction prediction with 1.9M reactions from USPTO patents (1976-2016). The task is: Predict the product of the given reaction. (1) Given the reactants [F:1][C:2]1[CH:3]=[C:4]([C:8]2[S:9][C:10]([NH:14][C:15](=[O:21])[O:16][C:17]([CH3:20])([CH3:19])[CH3:18])=[C:11]([I:13])[N:12]=2)[CH:5]=[N:6][CH:7]=1.[H-].[Na+].I[CH3:25], predict the reaction product. The product is: [F:1][C:2]1[CH:3]=[C:4]([C:8]2[S:9][C:10]([N:14]([CH3:25])[C:15](=[O:21])[O:16][C:17]([CH3:18])([CH3:20])[CH3:19])=[C:11]([I:13])[N:12]=2)[CH:5]=[N:6][CH:7]=1. (2) Given the reactants C(OC(=O)[NH:7][C@@H:8]([CH:13]([CH3:15])[CH3:14])[C:9]([OH:12])([CH3:11])[CH3:10])(C)(C)C.[ClH:17], predict the reaction product. The product is: [ClH:17].[NH2:7][C@@H:8]([CH:13]([CH3:15])[CH3:14])[C:9]([CH3:11])([OH:12])[CH3:10]. (3) The product is: [CH:1]1([C:6]([C:8]2[CH:9]=[C:10]([OH:16])[CH:11]=[C:12]([OH:14])[CH:13]=2)=[O:7])[CH2:2][CH2:3][CH2:4][CH2:5]1. Given the reactants [CH:1]1([C:6]([C:8]2[CH:13]=[C:12]([O:14]C)[CH:11]=[C:10]([O:16]C)[CH:9]=2)=[O:7])[CH2:5][CH2:4][CH2:3][CH2:2]1.B(Br)(Br)Br, predict the reaction product. (4) Given the reactants [CH3:1][O:2][C:3](=[O:26])[CH2:4][C:5]1[C:14]([CH3:15])=[C:13](B2OC(C)(C)C(C)(C)O2)[C:12]2[C:7](=[CH:8][CH:9]=[C:10]([F:25])[CH:11]=2)[CH:6]=1.Br[C:28]1[CH:33]=[CH:32][C:31]([S:34][C:35]2[CH:40]=[C:39]([Cl:41])[CH:38]=[C:37]([Cl:42])[CH:36]=2)=[CH:30][CH:29]=1.C(=O)(O)[O-].[Na+].O, predict the reaction product. The product is: [CH3:1][O:2][C:3](=[O:26])[CH2:4][C:5]1[C:14]([CH3:15])=[C:13]([C:28]2[CH:29]=[CH:30][C:31]([S:34][C:35]3[CH:40]=[C:39]([Cl:41])[CH:38]=[C:37]([Cl:42])[CH:36]=3)=[CH:32][CH:33]=2)[C:12]2[C:7](=[CH:8][CH:9]=[C:10]([F:25])[CH:11]=2)[CH:6]=1. (5) Given the reactants [CH2:1]([NH:5][CH2:6][C:7]1[CH:12]=[CH:11][CH:10]=[C:9]([O:13][CH3:14])[C:8]=1[O:15][CH3:16])[CH2:2][CH2:3][CH3:4].[CH2:17]([O:19][C@H:20]([C:33]([O:35][CH2:36][CH3:37])=[O:34])[CH2:21][C:22]1[CH:32]=[CH:31][C:25]([O:26][CH2:27][C:28](O)=[O:29])=[CH:24][CH:23]=1)[CH3:18].C(N(CC)C(C)C)(C)C.F[B-](F)(F)F.N1(OC(N(C)C)=[N+](C)C)C2C=CC=CC=2N=N1, predict the reaction product. The product is: [CH2:1]([N:5]([CH2:6][C:7]1[CH:12]=[CH:11][CH:10]=[C:9]([O:13][CH3:14])[C:8]=1[O:15][CH3:16])[C:28](=[O:29])[CH2:27][O:26][C:25]1[CH:24]=[CH:23][C:22]([CH2:21][C@H:20]([O:19][CH2:17][CH3:18])[C:33]([O:35][CH2:36][CH3:37])=[O:34])=[CH:32][CH:31]=1)[CH2:2][CH2:3][CH3:4]. (6) Given the reactants [NH2:1][C:2]1[CH:10]=[C:9]([Cl:11])[C:8]([Br:12])=[CH:7][C:3]=1[C:4]([OH:6])=[O:5].Cl[C:14](OCC)=[O:15].C(Cl)(=O)C, predict the reaction product. The product is: [Br:12][C:8]1[CH:7]=[C:3]2[C:4]([O:6][C:14](=[O:15])[NH:1][C:2]2=[CH:10][C:9]=1[Cl:11])=[O:5]. (7) Given the reactants P([O-])([O-])([O-])=O.[K+].[K+].[K+].P.C(O)(CC)(C)C.[CH3:16][S:17]([NH2:20])(=[O:19])=[O:18].S(C(C(C(C(F)(F)F)(F)F)(F)F)(F)F)(O)(=O)=O.[CH3:38][C:39]1[CH:44]=[CH:43][CH:42]=[CH:41][CH:40]=1, predict the reaction product. The product is: [C:39]1([CH3:38])[CH:44]=[CH:43][C:42]([NH:20][S:17]([CH3:16])(=[O:19])=[O:18])=[CH:41][CH:40]=1.